Task: Predict the reaction yield, written as a fraction of the theoretical maximum amount of product (1.0 means a 100% yield; for example, 0.34 means a 34% yield).. Dataset: Reaction yield outcomes from USPTO patents with 853,638 reactions (1) The yield is 0.220. The reactants are ClCC1C=CC(C#N)=CC=1.Br[CH2:12][CH2:13][C:14]1[C:22]2[C:17](=[CH:18][CH:19]=[CH:20][CH:21]=2)[NH:16][CH:15]=1.[CH2:23]([NH:30][C:31]([C:33]1[S:37][C:36]([N:38]2[CH2:42][CH2:41][NH:40][C:39]2=[O:43])=[N:35][C:34]=1[CH3:44])=[O:32])[C:24]1[CH:29]=[CH:28][CH:27]=[CH:26][CH:25]=1. No catalyst specified. The product is [NH:16]1[C:17]2[C:22](=[CH:21][CH:20]=[CH:19][CH:18]=2)[C:14]([CH2:13][CH2:12][N:40]2[CH2:41][CH2:42][N:38]([C:36]3[S:37][C:33]([C:31]([NH:30][CH2:23][C:24]4[CH:29]=[CH:28][CH:27]=[CH:26][CH:25]=4)=[O:32])=[C:34]([CH3:44])[N:35]=3)[C:39]2=[O:43])=[CH:15]1. (2) The reactants are [F:1][C:2]([F:10])([F:9])[C:3]1([C:6](O)=[O:7])[CH2:5][CH2:4]1. The catalyst is C1COCC1. The product is [F:1][C:2]([F:10])([F:9])[C:3]1([CH2:6][OH:7])[CH2:5][CH2:4]1. The yield is 0.900. (3) The reactants are [C:1]([C:3]1[CH:20]=[CH:19][C:6]([O:7][CH2:8][CH:9]2[CH2:11][N:10]2[C:12]([O:14][C:15]([CH3:18])([CH3:17])[CH3:16])=[O:13])=[CH:5][CH:4]=1)#[N:2].C([N:28]1[CH2:35][CH:34]2[CH2:36][CH:30]([CH2:31][N:32]([C:37]([N:39]3[CH2:44][CH2:43][CH2:42][CH2:41][CH2:40]3)=[O:38])[CH2:33]2)[CH2:29]1)C1C=CC=CC=1. The catalyst is C(O)(C)C. The product is [C:1]([C:3]1[CH:4]=[CH:5][C:6]([O:7][CH2:8][CH:9]([NH:10][C:12](=[O:13])[O:14][C:15]([CH3:16])([CH3:17])[CH3:18])[CH2:11][N:28]2[CH2:29][CH:30]3[CH2:36][CH:34]([CH2:33][N:32]([C:37]([N:39]4[CH2:40][CH2:41][CH2:42][CH2:43][CH2:44]4)=[O:38])[CH2:31]3)[CH2:35]2)=[CH:19][CH:20]=1)#[N:2]. The yield is 0.560. (4) The reactants are [O:1]1[C:5]2[CH:6]=[CH:7][C:8]([CH2:10][C:11]#[N:12])=[CH:9][C:4]=2[O:3]C1.B(Br)(Br)Br.O. The catalyst is C(Cl)Cl. The product is [OH:3][C:4]1[CH:9]=[C:8]([CH2:10][C:11]#[N:12])[CH:7]=[CH:6][C:5]=1[OH:1]. The yield is 0.540.